The task is: Predict the reaction yield, written as a fraction of the theoretical maximum amount of product (1.0 means a 100% yield; for example, 0.34 means a 34% yield).. This data is from Reaction yield outcomes from USPTO patents with 853,638 reactions. (1) The reactants are [CH3:1][O:2][C:3]([C:5]1[C:14]([F:15])=[C:13]2[C:8]([CH:9](O)[C:10]([CH3:24])([CH3:23])[CH:11]([C:16]3[CH:21]=[CH:20][CH:19]=[C:18]([Br:22])[CH:17]=3)[NH:12]2)=[CH:7][CH:6]=1)=[O:4].C([SiH](CC)CC)C. The catalyst is FC(F)(F)C(O)=O. The product is [CH3:1][O:2][C:3]([C:5]1[C:14]([F:15])=[C:13]2[C:8]([CH2:9][C:10]([CH3:24])([CH3:23])[CH:11]([C:16]3[CH:21]=[CH:20][CH:19]=[C:18]([Br:22])[CH:17]=3)[NH:12]2)=[CH:7][CH:6]=1)=[O:4]. The yield is 0.500. (2) The reactants are [C:1]([O:5][C:6]([N:8]1[CH2:12][C@H:11]([F:13])[CH2:10][C@H:9]1[C:14]([OH:16])=O)=[O:7])([CH3:4])([CH3:3])[CH3:2].CN(C(ON1N=NC2C=CC=NC1=2)=[N+](C)C)C.F[P-](F)(F)(F)(F)F.CCN(C(C)C)C(C)C.[Cl:50][C:51]1[C:52]([C:59]2[CH:60]=[N:61][C:62]([C:65]([F:68])([F:67])[F:66])=[N:63][CH:64]=2)=[CH:53][C:54]([CH2:57][NH2:58])=[N:55][CH:56]=1. The yield is 0.660. The catalyst is CN(C=O)C.C(OCC)(=O)C. The product is [Cl:50][C:51]1[C:52]([C:59]2[CH:64]=[N:63][C:62]([C:65]([F:67])([F:68])[F:66])=[N:61][CH:60]=2)=[CH:53][C:54]([CH2:57][NH:58][C:14]([C@@H:9]2[CH2:10][C@@H:11]([F:13])[CH2:12][N:8]2[C:6]([O:5][C:1]([CH3:2])([CH3:3])[CH3:4])=[O:7])=[O:16])=[N:55][CH:56]=1. (3) The reactants are [OH-:1].[Na+].[OH:3][CH2:4][C:5]1[CH:10]=[CH:9][C:8]([C:11]#[C:12][C:13]2[O:17][N:16]=[C:15]([CH2:18][CH2:19][C:20]([CH3:30])([S:26]([CH3:29])(=[O:28])=[O:27])[C:21](OCC)=[O:22])[CH:14]=2)=[CH:7][CH:6]=1.[NH2:31]O.C1COCC1. The catalyst is CO. The product is [OH:1][NH:31][C:21](=[O:22])[C:20]([CH3:30])([S:26]([CH3:29])(=[O:28])=[O:27])[CH2:19][CH2:18][C:15]1[CH:14]=[C:13]([C:12]#[C:11][C:8]2[CH:9]=[CH:10][C:5]([CH2:4][OH:3])=[CH:6][CH:7]=2)[O:17][N:16]=1. The yield is 0.200. (4) The reactants are Cl[C:2]1[CH:7]=[C:6]([NH:8][CH:9]2[CH2:11][CH2:10]2)[N:5]2[N:12]=[CH:13][C:14]([CH:15]=[O:16])=[C:4]2[N:3]=1.[C:17]([N:24]1[CH2:29][CH2:28][NH:27][CH2:26][CH2:25]1)([O:19][C:20]([CH3:23])([CH3:22])[CH3:21])=[O:18].C(=O)([O-])[O-].[K+].[K+].C(N(C(C)C)CC)(C)C. The catalyst is CN(C)C=O.O. The product is [CH:9]1([NH:8][C:6]2[N:5]3[N:12]=[CH:13][C:14]([CH:15]=[O:16])=[C:4]3[N:3]=[C:2]([N:27]3[CH2:26][CH2:25][N:24]([C:17]([O:19][C:20]([CH3:23])([CH3:22])[CH3:21])=[O:18])[CH2:29][CH2:28]3)[CH:7]=2)[CH2:11][CH2:10]1. The yield is 0.800.